Dataset: Catalyst prediction with 721,799 reactions and 888 catalyst types from USPTO. Task: Predict which catalyst facilitates the given reaction. (1) Reactant: [Cl:1][C:2]1[CH:3]=[CH:4][C:5]2[N:11]3[C:12]([CH:15]4[CH2:17][CH2:16]4)=[N:13][N:14]=[C:10]3[C@@H:9]([CH2:18][CH2:19][C:20]([NH:22][CH2:23][C:24](=O)[CH2:25][CH2:26][C:27]([O:29][CH3:30])=[O:28])=O)[S:8][C@H:7]([C:32]3[CH:37]=[CH:36][CH:35]=[C:34]([O:38][CH3:39])[C:33]=3[O:40][CH3:41])[C:6]=2[CH:42]=1.COC1C=CC(P2(SP(C3C=CC(OC)=CC=3)(=S)S2)=[S:52])=CC=1. Product: [Cl:1][C:2]1[CH:3]=[CH:4][C:5]2[N:11]3[C:12]([CH:15]4[CH2:16][CH2:17]4)=[N:13][N:14]=[C:10]3[C@@H:9]([CH2:18][CH2:19][C:20]3[S:52][C:24]([CH2:25][CH2:26][C:27]([O:29][CH3:30])=[O:28])=[CH:23][N:22]=3)[S:8][C@H:7]([C:32]3[CH:37]=[CH:36][CH:35]=[C:34]([O:38][CH3:39])[C:33]=3[O:40][CH3:41])[C:6]=2[CH:42]=1. The catalyst class is: 7. (2) Reactant: [NH2:1][C:2]1[S:3][C:4]([C:12]2[CH:13]=[CH:14][C:15]([O:18]C)=[N:16][CH:17]=2)=[C:5]([C:7]2[O:8][CH:9]=[CH:10][CH:11]=2)[N:6]=1.[OH-].[Na+]. Product: [NH2:1][C:2]1[S:3][C:4]([C:12]2[CH:13]=[CH:14][C:15](=[O:18])[NH:16][CH:17]=2)=[C:5]([C:7]2[O:8][CH:9]=[CH:10][CH:11]=2)[N:6]=1. The catalyst class is: 570. (3) Reactant: [F:1][C:2]1[CH:3]=[C:4]([CH:7]=[C:8]([F:10])[CH:9]=1)[CH:5]=[O:6].[BH4-].[Na+]. Product: [F:1][C:2]1[CH:3]=[C:4]([CH2:5][OH:6])[CH:7]=[C:8]([F:10])[CH:9]=1. The catalyst class is: 5. (4) Reactant: [Cl:1][CH2:2][CH2:3][CH2:4][O:5][C:6]1[CH:11]=[CH:10][C:9]([C:12]2[S:13][C:14]3[CH2:20][CH2:19][CH2:18][CH:17](C(O)=O)[C:15]=3[N:16]=2)=[CH:8][CH:7]=1.C([N:26]([CH2:29]C)CC)C.C1(P(N=[N+]=[N-])(C2C=CC=CC=2)=[O:38])C=CC=CC=1.[CH2:48]([OH:55])[C:49]1[CH:54]=[CH:53][CH:52]=[CH:51][CH:50]=1. The catalyst class is: 11. Product: [Cl:1][CH2:2][CH2:3][CH2:4][O:5][C:6]1[CH:7]=[CH:8][C:9]([C:12]2[S:13][C:14]3[CH2:20][CH2:19][CH2:18][CH:17]([NH:26][C:29](=[O:38])[O:55][CH2:48][C:49]4[CH:54]=[CH:53][CH:52]=[CH:51][CH:50]=4)[C:15]=3[N:16]=2)=[CH:10][CH:11]=1. (5) Reactant: [CH3:1][N:2]1[CH2:8][CH2:7][CH2:6][N:5]([CH2:9][C:10]2[CH:38]=[CH:37][C:13]([C:14]([NH:16][C:17]3[CH:22]=[C:21]([NH:23][C:24]4[N:29]=[C:28]([C:30]5[CH:31]=[N:32][CH:33]=[CH:34][CH:35]=5)[CH:27]=[CH:26][N:25]=4)[CH:20]=[CH:19][C:18]=3[CH3:36])=[O:15])=[CH:12][CH:11]=2)[CH2:4][CH2:3]1.[CH3:39][S:40]([OH:43])(=[O:42])=[O:41]. Product: [CH3:39][S:40]([OH:43])(=[O:42])=[O:41].[CH3:1][N:2]1[CH2:8][CH2:7][CH2:6][N:5]([CH2:9][C:10]2[CH:11]=[CH:12][C:13]([C:14]([NH:16][C:17]3[CH:22]=[C:21]([NH:23][C:24]4[N:29]=[C:28]([C:30]5[CH:31]=[N:32][CH:33]=[CH:34][CH:35]=5)[CH:27]=[CH:26][N:25]=4)[CH:20]=[CH:19][C:18]=3[CH3:36])=[O:15])=[CH:37][CH:38]=2)[CH2:4][CH2:3]1. The catalyst class is: 8. (6) Reactant: [NH2:1][C:2]1[CH:3]=[CH:4][C:5]([S:10]([CH:13]([CH3:15])[CH3:14])(=[O:12])=[O:11])=[C:6]([CH:9]=1)[C:7]#[N:8].Cl[C:17]([O:19][CH3:20])=[O:18]. Product: [C:7]([C:6]1[CH:9]=[C:2]([NH:1][C:17](=[O:18])[O:19][CH3:20])[CH:3]=[CH:4][C:5]=1[S:10]([CH:13]([CH3:15])[CH3:14])(=[O:12])=[O:11])#[N:8]. The catalyst class is: 17. (7) Reactant: [C:1]([NH:4][C@H:5]1[C@@H:10]2[C@@H:8]([C@H:9]2[C:11]([O:13]C(C)(C)C)=[O:12])[C@:7]([NH:25]C(OC(C)(C)C)=O)([C:18]([O:20]C(C)(C)C)=[O:19])[C@@H:6]1[O:33][CH2:34][C:35]1[CH:40]=[CH:39][C:38]([Cl:41])=[C:37]([Cl:42])[CH:36]=1)(=[O:3])[CH3:2].C(O)(=O)C. Product: [C:1]([NH:4][C@H:5]1[C@@H:10]2[C@@H:8]([C@H:9]2[C:11]([OH:13])=[O:12])[C@:7]([NH2:25])([C:18]([OH:20])=[O:19])[C@@H:6]1[O:33][CH2:34][C:35]1[CH:40]=[CH:39][C:38]([Cl:41])=[C:37]([Cl:42])[CH:36]=1)(=[O:3])[CH3:2]. The catalyst class is: 6.